From a dataset of Forward reaction prediction with 1.9M reactions from USPTO patents (1976-2016). Predict the product of the given reaction. (1) The product is: [CH:1]([O:4][C:8]1[N:9]=[C:10]([C:18]2[CH:23]=[CH:22][CH:21]=[C:20]([C:24]([F:25])([F:27])[F:26])[CH:19]=2)[C:11]2[S:16][C:15]([CH3:17])=[CH:14][C:12]=2[N:13]=1)([CH3:3])[CH3:2]. Given the reactants [CH:1]([OH:4])([CH3:3])[CH3:2].[H-].[Na+].Cl[C:8]1[N:9]=[C:10]([C:18]2[CH:23]=[CH:22][CH:21]=[C:20]([C:24]([F:27])([F:26])[F:25])[CH:19]=2)[C:11]2[S:16][C:15]([CH3:17])=[CH:14][C:12]=2[N:13]=1, predict the reaction product. (2) Given the reactants [Br:1][C:2]1[C:3]([F:12])=[C:4]2[C:10]([NH2:11])=[CH:9][NH:8][C:5]2=[N:6][CH:7]=1.[O:13]1[CH2:17][CH2:16][CH2:15][CH:14]1[C:18](O)=[O:19].C(N(CC)CC)C.C1N(P(Cl)(N2C(=O)OCC2)=O)C(=O)OC1.[Li+].[OH-], predict the reaction product. The product is: [Br:1][C:2]1[C:3]([F:12])=[C:4]2[C:10]([NH:11][C:18]([CH:14]3[CH2:15][CH2:16][CH2:17][O:13]3)=[O:19])=[CH:9][NH:8][C:5]2=[N:6][CH:7]=1. (3) Given the reactants FC1C=C(N(C)[C:9]2[CH:17]=[CH:16][C:12]([C:13]([OH:15])=O)=[CH:11][CH:10]=2)C=CC=1.Cl.[Br:20][C:21]1[CH:22]=[C:23]2[C:27](=[CH:28][CH:29]=1)[NH:26][CH:25]=[C:24]2[CH2:30][CH2:31][NH2:32].CN(C(ON1N=N[C:43]2[CH:44]=[CH:45][CH:46]=N[C:42]1=2)=[N+](C)C)C.[F:50][P-](F)(F)(F)(F)F.C(N([CH2:64][CH3:65])C(C)C)(C)C, predict the reaction product. The product is: [Br:20][C:21]1[CH:22]=[C:23]2[C:27](=[CH:28][CH:29]=1)[NH:26][CH:25]=[C:24]2[CH2:30][CH2:31][NH:32][C:13](=[O:15])[C:12]1[CH:11]=[CH:10][C:9]([CH2:42][C:43]2[CH:65]=[CH:64][CH:46]=[C:45]([F:50])[CH:44]=2)=[CH:17][CH:16]=1. (4) Given the reactants [CH3:1][C:2]1[CH:3]=[CH:4][CH:5]=[CH:6][C:7]=1[C:8]([NH:10][C:11]1[CH:12]=[CH:13][C:14]([C:18]([N:20]2[C:26]3[CH:27]=[CH:28][C:29]([Cl:31])=[CH:30][C:25]=3[CH:24]([OH:32])[CH2:23][CH2:22][CH2:21]2)=[O:19])=[C:15]([CH3:17])[CH:16]=1)=[O:9].[Cl:33][CH2:34][CH2:35][N:36]=[C:37]=[O:38], predict the reaction product. The product is: [Cl:33][CH2:34][CH2:35][NH:36][C:37](=[O:38])[O:32][CH:24]1[CH2:23][CH2:22][CH2:21][N:20]([C:18](=[O:19])[C:14]2[CH:13]=[CH:12][C:11]([NH:10][C:8](=[O:9])[C:7]3[CH:6]=[CH:5][CH:4]=[CH:3][C:2]=3[CH3:1])=[CH:16][C:15]=2[CH3:17])[C:26]2[CH:27]=[CH:28][C:29]([Cl:31])=[CH:30][C:25]1=2. (5) Given the reactants [NH2:1][N:2]1[C:6]([CH3:7])=[CH:5][CH:4]=[C:3]1[C:8]#[N:9].CS(C)=[O:12].[OH-].[Na+].OO, predict the reaction product. The product is: [NH2:1][N:2]1[C:6]([CH3:7])=[CH:5][CH:4]=[C:3]1[C:8]([NH2:9])=[O:12].